From a dataset of Catalyst prediction with 721,799 reactions and 888 catalyst types from USPTO. Predict which catalyst facilitates the given reaction. (1) Reactant: [F:1][C:2]1[CH:30]=[CH:29][CH:28]=[C:27]([F:31])[C:3]=1[CH2:4][O:5][C:6]1[CH:15]=[CH:14][C:9]([C:10]([O:12]C)=[O:11])=[C:8]([N:16]2[CH2:25][C:24]3[C:19](=[CH:20][CH:21]=[CH:22][CH:23]=3)[NH:18][C:17]2=[O:26])[CH:7]=1.C1COCC1.[OH-].[Na+].Cl. Product: [F:31][C:27]1[CH:28]=[CH:29][CH:30]=[C:2]([F:1])[C:3]=1[CH2:4][O:5][C:6]1[CH:15]=[CH:14][C:9]([C:10]([OH:12])=[O:11])=[C:8]([N:16]2[CH2:25][C:24]3[C:19](=[CH:20][CH:21]=[CH:22][CH:23]=3)[NH:18][C:17]2=[O:26])[CH:7]=1. The catalyst class is: 5. (2) Reactant: [CH2:1]([O:8][C:9]([NH:11][C@@H:12]([CH2:16][C:17]1[CH:22]=[CH:21][C:20]([C:23]2[N:28]=[CH:27][C:26]([C:29]3[CH:34]=[CH:33][C:32]([O:35][CH2:36][CH2:37][CH2:38][CH:39]([CH3:41])[CH3:40])=[CH:31][CH:30]=3)=[CH:25][N:24]=2)=[CH:19][CH:18]=1)[C:13](O)=[O:14])=[O:10])[C:2]1[CH:7]=[CH:6][CH:5]=[CH:4][CH:3]=1.Cl.[NH:43]1[CH2:46][CH:45]([C:47]([O:49][CH3:50])=[O:48])[CH2:44]1.CCN(C(C)C)C(C)C.CN(C(ON1N=NC2C=CC=NC1=2)=[N+](C)C)C.F[P-](F)(F)(F)(F)F. Product: [CH2:1]([O:8][C:9]([NH:11][C@@H:12]([CH2:16][C:17]1[CH:22]=[CH:21][C:20]([C:23]2[N:24]=[CH:25][C:26]([C:29]3[CH:30]=[CH:31][C:32]([O:35][CH2:36][CH2:37][CH2:38][CH:39]([CH3:40])[CH3:41])=[CH:33][CH:34]=3)=[CH:27][N:28]=2)=[CH:19][CH:18]=1)[C:13]([N:43]1[CH2:46][CH:45]([C:47]([O:49][CH3:50])=[O:48])[CH2:44]1)=[O:14])=[O:10])[C:2]1[CH:3]=[CH:4][CH:5]=[CH:6][CH:7]=1. The catalyst class is: 18.